This data is from Full USPTO retrosynthesis dataset with 1.9M reactions from patents (1976-2016). The task is: Predict the reactants needed to synthesize the given product. (1) The reactants are: [F:1][C:2]([F:8])([F:7])[C:3]([F:6])([F:5])I.C[Li].[Br-].[Li+].[Br:13][C:14]1[CH:19]=[C:18]([CH:20]=[CH:21][C:22](N(OC)C)=[O:23])[CH:17]=[CH:16][N:15]=1. Given the product [Br:13][C:14]1[CH:19]=[C:18]([CH:20]=[CH:21][C:22](=[O:23])[C:3]([F:6])([F:5])[C:2]([F:8])([F:7])[F:1])[CH:17]=[CH:16][N:15]=1, predict the reactants needed to synthesize it. (2) The reactants are: [CH:1]12[NH:12][CH:9]([CH2:10][CH2:11]1)[CH2:8][C:7]1[CH:6]=[CH:5][C:4]([NH:13][C:14]3[N:19]=[C:18]([NH:20][C@@H:21]4[CH2:26][CH2:25][CH2:24][CH2:23][C@H:22]4[NH:27][S:28]([CH3:31])(=[O:30])=[O:29])[C:17]([Cl:32])=[CH:16][N:15]=3)=[CH:3][C:2]2=1. Given the product [CH:1]([N:12]1[CH:9]2[CH2:10][CH2:11][CH:1]1[C:2]1[CH:3]=[C:4]([NH:13][C:14]3[N:19]=[C:18]([NH:20][C@@H:21]4[CH2:26][CH2:25][CH2:24][CH2:23][C@H:22]4[NH:27][S:28]([CH3:31])(=[O:30])=[O:29])[C:17]([Cl:32])=[CH:16][N:15]=3)[CH:5]=[CH:6][C:7]=1[CH2:8]2)([CH2:2][CH3:7])[CH3:11], predict the reactants needed to synthesize it. (3) Given the product [CH2:1]([O:8][C:9]1[CH:14]=[C:13]([O:15][CH2:16][C:17]2[CH:22]=[CH:21][CH:20]=[CH:19][CH:18]=2)[C:12]([C:23]([CH3:25])=[CH2:24])=[CH:11][C:10]=1[C:26]([N:28]1[CH2:36][C:35]2[C:30](=[CH:31][CH:32]=[C:33]([N:48]3[CH2:49][CH2:50][N:45]([CH3:44])[CH2:46][CH2:47]3)[CH:34]=2)[CH2:29]1)=[O:27])[C:2]1[CH:7]=[CH:6][CH:5]=[CH:4][CH:3]=1, predict the reactants needed to synthesize it. The reactants are: [CH2:1]([O:8][C:9]1[CH:14]=[C:13]([O:15][CH2:16][C:17]2[CH:22]=[CH:21][CH:20]=[CH:19][CH:18]=2)[C:12]([C:23]([CH3:25])=[CH2:24])=[CH:11][C:10]=1[C:26]([N:28]1[CH2:36][C:35]2[C:30](=[CH:31][CH:32]=[C:33](Br)[CH:34]=2)[CH2:29]1)=[O:27])[C:2]1[CH:7]=[CH:6][CH:5]=[CH:4][CH:3]=1.CC(C)([O-])C.[Na+].[CH3:44][N:45]1[CH2:50][CH2:49][NH:48][CH2:47][CH2:46]1.C1(C)C=CC=CC=1. (4) Given the product [Cl:2][C:3]1[CH:28]=[CH:27][CH:26]=[CH:25][C:4]=1[CH:5]=[CH:47][C:43]1[N:42]([CH2:41][CH2:40][CH2:39][O:38][CH3:37])[CH:46]=[CH:45][CH:44]=1, predict the reactants needed to synthesize it. The reactants are: [Cl-].[Cl:2][C:3]1[CH:28]=[CH:27][CH:26]=[CH:25][C:4]=1[CH2:5][P+](C1C=CC=CC=1)(C1C=CC=CC=1)C1C=CC=CC=1.C([N-]C(C)C)(C)C.[Li+].[CH3:37][O:38][CH2:39][CH2:40][CH2:41][N:42]1[CH:46]=[CH:45][CH:44]=[C:43]1[CH:47]=O.